Task: Predict the reaction yield, written as a fraction of the theoretical maximum amount of product (1.0 means a 100% yield; for example, 0.34 means a 34% yield).. Dataset: Reaction yield outcomes from USPTO patents with 853,638 reactions (1) The reactants are [Cl:1][C:2]1[CH:3]=[CH:4][C:5]([C:8](O)=[O:9])=[N:6][CH:7]=1.B.C1COCC1. The catalyst is C1COCC1. The product is [Cl:1][C:2]1[CH:3]=[CH:4][C:5]([CH2:8][OH:9])=[N:6][CH:7]=1. The yield is 0.450. (2) The reactants are [CH3:1][C:2]1[CH:3]=[C:4]2[C:9](=[CH:10][CH:11]=1)[NH:8][C:7](=[O:12])[C:6]([C:13]#[N:14])=[C:5]2[N:15]1[CH2:20][CH2:19][N:18]([C:21]([C:23]2[S:24][CH:25]=[CH:26][CH:27]=2)=[O:22])[CH2:17][CH2:16]1.Cl.[CH3:29][N:30]([CH3:34])[CH2:31][CH2:32]Cl.C(=O)([O-])[O-].[K+].[K+]. The catalyst is CN(C=O)C. The product is [CH3:29][N:30]([CH3:34])[CH2:31][CH2:32][N:8]1[C:9]2[C:4](=[CH:3][C:2]([CH3:1])=[CH:11][CH:10]=2)[C:5]([N:15]2[CH2:16][CH2:17][N:18]([C:21]([C:23]3[S:24][CH:25]=[CH:26][CH:27]=3)=[O:22])[CH2:19][CH2:20]2)=[C:6]([C:13]#[N:14])[C:7]1=[O:12]. The yield is 0.240. (3) The reactants are [OH:1][C:2]1[CH:9]=[C:8]([N+:10]([O-:12])=[O:11])[CH:7]=[CH:6][C:3]=1[C:4]#[N:5].C([O-])([O-])=O.[K+].[K+].[Br:19][CH2:20][CH2:21]Br. The catalyst is CC#N. The product is [Br:19][CH2:20][CH2:21][O:1][C:2]1[CH:9]=[C:8]([N+:10]([O-:12])=[O:11])[CH:7]=[CH:6][C:3]=1[C:4]#[N:5]. The yield is 0.490. (4) The reactants are [CH3:1][N:2]1[CH:6]=[C:5]([C:7]2[N:15]=[CH:14][C:13]3[N:12](COCC[Si](C)(C)C)[C:11]4[N:24]=[CH:25][CH:26]=[C:27]([O:28][C@@H:29]5[CH2:34][CH2:33][CH2:32][N:31](C(OC(C)(C)C)=O)[CH2:30]5)[C:10]=4[C:9]=3[CH:8]=2)[CH:4]=[N:3]1.Br.[OH-].[Na+].Cl. The catalyst is O1CCOCC1. The product is [NH:31]1[CH2:32][CH2:33][CH2:34][C@@H:29]([O:28][C:27]2[C:10]3[C:9]4[CH:8]=[C:7]([C:5]5[CH:4]=[N:3][N:2]([CH3:1])[CH:6]=5)[N:15]=[CH:14][C:13]=4[NH:12][C:11]=3[N:24]=[CH:25][CH:26]=2)[CH2:30]1. The yield is 0.300. (5) The reactants are [CH2:1]([N:8]([CH3:24])[C:9]([C@@H:11]1[CH2:15][C@@H:14]([OH:16])[CH2:13][N:12]1C(OC(C)(C)C)=O)=[O:10])[CH2:2][CH2:3][CH2:4][CH2:5][CH:6]=[CH2:7].C(N(C)C([C@@H]1C[C@@H](O)CN1)=O)CCCC=C. No catalyst specified. The product is [CH2:1]([N:8]([CH3:24])[C:9]([C@@H:11]1[CH2:15][C@@H:14]([OH:16])[CH2:13][NH:12]1)=[O:10])[CH2:2][CH2:3][CH2:4][CH2:5][CH:6]=[CH2:7]. The yield is 0.350.